Dataset: Catalyst prediction with 721,799 reactions and 888 catalyst types from USPTO. Task: Predict which catalyst facilitates the given reaction. The catalyst class is: 4. Reactant: C([O:14][C:15]1[C:16]2[C:27](=[O:28])[N:26]([CH2:29][C:30]3[CH:35]=[CH:34][C:33]([F:36])=[CH:32][CH:31]=3)[CH2:25][C:17]=2[CH:18]=[C:19]2[C:24]=1[N:23]=[CH:22][CH:21]=[CH:20]2)(C1C=CC=CC=1)C1C=CC=CC=1.[F:37][C:38]([F:43])([F:42])[C:39]([OH:41])=[O:40].C([SiH](CC)CC)C. Product: [F:36][C:33]1[CH:32]=[CH:31][C:30]([CH2:29][N:26]2[C:27](=[O:28])[C:16]3[C:15]([OH:14])=[C:24]4[C:19]([CH:20]=[CH:21][CH:22]=[N:23]4)=[CH:18][C:17]=3[CH2:25]2)=[CH:35][CH:34]=1.[C:39]([OH:41])([C:38]([F:43])([F:42])[F:37])=[O:40].